Dataset: Catalyst prediction with 721,799 reactions and 888 catalyst types from USPTO. Task: Predict which catalyst facilitates the given reaction. (1) Reactant: C12BC(CCC1)CCC2.[CH3:10][C:11]1[CH:16]=[C:15]([N+:17]([O-:19])=[O:18])[CH:14]=[C:13]([CH3:20])[C:12]=1[N:21]1[CH:26]=[CH:25][CH:24]=[C:23]([CH:27]=[CH2:28])[C:22]1=[O:29].[OH-].[Na+].OO.S(=O)(O)[O-:35].[Na+]. Product: [CH3:10][C:11]1[CH:16]=[C:15]([N+:17]([O-:19])=[O:18])[CH:14]=[C:13]([CH3:20])[C:12]=1[N:21]1[CH:26]=[CH:25][CH:24]=[C:23]([CH2:27][CH2:28][OH:35])[C:22]1=[O:29]. The catalyst class is: 253. (2) Reactant: [CH3:1][N:2]1[C:10]2[C:5](=[CH:6][CH:7]=[CH:8][CH:9]=2)[CH:4]=[C:3]1[C:11](Cl)=[O:12].[CH3:14][O:15][C:16]1[CH:22]=[C:21]([B:23]2[O:27][C:26]([CH3:29])([CH3:28])[C:25]([CH3:31])([CH3:30])[O:24]2)[CH:20]=[CH:19][C:17]=1[NH2:18].C(N(C(C)C)C(C)C)C. Product: [CH3:14][O:15][C:16]1[CH:22]=[C:21]([B:23]2[O:24][C:25]([CH3:30])([CH3:31])[C:26]([CH3:29])([CH3:28])[O:27]2)[CH:20]=[CH:19][C:17]=1[NH:18][C:11]([C:3]1[N:2]([CH3:1])[C:10]2[C:5]([CH:4]=1)=[CH:6][CH:7]=[CH:8][CH:9]=2)=[O:12]. The catalyst class is: 4. (3) Reactant: [C:1]([NH:5][S:6]([C:9]1[CH:10]=[N:11][CH:12]=[C:13]([C:15]2[C:24]3[C:19](=[C:20]([C:25]4[CH:30]=[CH:29][CH:28]=[CH:27][CH:26]=4)[CH:21]=[CH:22][CH:23]=3)[C:18]([NH:31][CH2:32][C:33]3[CH:38]=[CH:37][CH:36]=[CH:35][N:34]=3)=[N:17][C:16]=2Cl)[CH:14]=1)(=[O:8])=[O:7])([CH3:4])([CH3:3])[CH3:2].[H][H]. Product: [C:1]([NH:5][S:6]([C:9]1[CH:10]=[N:11][CH:12]=[C:13]([C:15]2[C:24]3[C:19](=[C:20]([C:25]4[CH:30]=[CH:29][CH:28]=[CH:27][CH:26]=4)[CH:21]=[CH:22][CH:23]=3)[C:18]([NH:31][CH2:32][C:33]3[CH:38]=[CH:37][CH:36]=[CH:35][N:34]=3)=[N:17][CH:16]=2)[CH:14]=1)(=[O:7])=[O:8])([CH3:4])([CH3:2])[CH3:3]. The catalyst class is: 19. (4) Reactant: [C:1]([N:4]1[CH2:9][CH2:8][N:7]([C:10]2[CH:15]=[CH:14][C:13](Br)=[CH:12][CH:11]=2)[CH2:6][CH2:5]1)(=[O:3])[CH3:2].[NH:17]1[CH:21]=[CH:20][N:19]=[CH:18]1.N1C2C(=CC=C3C=2N=CC=C3)C=CC=1.C1(C=CC(=O)C=CC2C=CC=CC=2)C=CC=CC=1.C(=O)([O-])[O-].[Cs+].[Cs+].[NH4+]. Product: [C:1]([N:4]1[CH2:9][CH2:8][N:7]([C:10]2[CH:15]=[CH:14][C:13]([N:17]3[CH:21]=[CH:20][N:19]=[CH:18]3)=[CH:12][CH:11]=2)[CH2:6][CH2:5]1)(=[O:3])[CH3:2]. The catalyst class is: 113. (5) Reactant: [Br:1][C:2]1[CH:7]=[CH:6][C:5]([C@@H:8]([N:10]2[CH2:15][CH2:14][C@@:13]([C:19]3[CH:24]=[CH:23][C:22]([F:25])=[CH:21][CH:20]=3)([CH2:16][CH2:17][OH:18])[O:12][C:11]2=[O:26])[CH3:9])=[CH:4][CH:3]=1.C(N(CC)CC)C.[Si:34](Cl)([C:37]([CH3:40])([CH3:39])[CH3:38])([CH3:36])[CH3:35]. Product: [Br:1][C:2]1[CH:7]=[CH:6][C:5]([C@@H:8]([N:10]2[CH2:15][CH2:14][C@:13]([CH2:16][CH2:17][O:18][Si:34]([C:37]([CH3:40])([CH3:39])[CH3:38])([CH3:36])[CH3:35])([C:19]3[CH:20]=[CH:21][C:22]([F:25])=[CH:23][CH:24]=3)[O:12][C:11]2=[O:26])[CH3:9])=[CH:4][CH:3]=1. The catalyst class is: 143.